This data is from Retrosynthesis with 50K atom-mapped reactions and 10 reaction types from USPTO. The task is: Predict the reactants needed to synthesize the given product. (1) Given the product Cc1[nH]cnc1CSCCNC(=S)NCCSCc1csc(NC(=N)N)n1, predict the reactants needed to synthesize it. The reactants are: Cc1[nH]cnc1CSCCN.N=C(N)Nc1nc(CSCCN=C=S)cs1. (2) Given the product Cc1cc(C(=O)N[C@@H]2CC(C)(C)Oc3nc(-c4ccc(Cl)cc4Cl)c(-c4ccc(Cl)cc4)cc32)n[nH]1, predict the reactants needed to synthesize it. The reactants are: CC1(C)C[C@@H](N)c2cc(-c3ccc(Cl)cc3)c(-c3ccc(Cl)cc3Cl)nc2O1.Cc1cc(C(=O)O)n[nH]1. (3) Given the product O=C(O)c1ccc(S(=O)(=O)Oc2c(Br)cc(-c3ccc(-c4c(Cc5ccccc5)sc5ccccc45)cc3)cc2Br)cc1O, predict the reactants needed to synthesize it. The reactants are: O=C(O)c1ccc(S(=O)(=O)Cl)cc1O.Oc1c(Br)cc(-c2ccc(-c3c(Cc4ccccc4)sc4ccccc34)cc2)cc1Br. (4) Given the product CCCCCCOC(C)(COS(=O)OCC)OCCCCCC, predict the reactants needed to synthesize it. The reactants are: CCCCCCOC(C)(CO)OCCCCCC.CCOS(=O)Cl. (5) Given the product C=CCOc1cccc(CCCCc2nc(C)c(C(=O)O)c(C)n2)c1, predict the reactants needed to synthesize it. The reactants are: C=CCOc1cccc(CCCCc2nc(C)c(C(=O)OCC)c(C)n2)c1.